From a dataset of Reaction yield outcomes from USPTO patents with 853,638 reactions. Predict the reaction yield, written as a fraction of the theoretical maximum amount of product (1.0 means a 100% yield; for example, 0.34 means a 34% yield). (1) The yield is 0.0400. The reactants are [ClH:1].FC(F)(F)S(O[C:8]1[C:9]([O:31][CH2:32][CH3:33])=[CH:10][CH:11]=[C:12]2[C:17]=1[CH:16]=[N:15][CH:14]=[C:13]2[CH2:18][C:19]1[CH:24]=[C:23]([O:25][CH3:26])[C:22]([O:27][CH3:28])=[C:21]([O:29][CH3:30])[CH:20]=1)(=O)=O.C1C=CC(P(C2C(C3C(P(C4C=CC=CC=4)C4C=CC=CC=4)=CC=C4C=3C=CC=C4)=C3C(C=CC=C3)=CC=2)C2C=CC=CC=2)=CC=1.Cl.[CH3:83][O:84][C:85](=[O:88])[CH2:86][NH2:87].C([O-])([O-])=O.[Cs+].[Cs+]. The product is [ClH:1].[ClH:1].[CH2:32]([O:31][C:9]1[C:8]([NH:87][CH2:86][C:85]([O:84][CH3:83])=[O:88])=[C:17]2[C:12]([C:13]([CH2:18][C:19]3[CH:20]=[C:21]([O:29][CH3:30])[C:22]([O:27][CH3:28])=[C:23]([O:25][CH3:26])[CH:24]=3)=[CH:14][N:15]=[CH:16]2)=[CH:11][CH:10]=1)[CH3:33]. The catalyst is CC([O-])=O.CC([O-])=O.[Pd+2]. (2) The catalyst is ClCCCl. The reactants are [C:1]([O:5][C:6](=[O:11])[NH:7][CH2:8][CH2:9][NH2:10])([CH3:4])([CH3:3])[CH3:2].[Cl:12][C:13]1[CH:20]=[CH:19][C:16]([CH:17]=O)=[CH:15][CH:14]=1.C(O[BH-](OC(=O)C)OC(=O)C)(=O)C.[Na+]. The product is [C:1]([O:5][C:6](=[O:11])[NH:7][CH2:8][CH2:9][NH:10][CH2:17][C:16]1[CH:19]=[CH:20][C:13]([Cl:12])=[CH:14][CH:15]=1)([CH3:4])([CH3:2])[CH3:3]. The yield is 0.610. (3) The reactants are [N:1]1[CH:6]=[CH:5][CH:4]=[C:3]2[CH2:7][CH2:8][C:9](=[O:10])[C:2]=12.Br[Mg][C:13]#[CH:14]. The catalyst is C1COCC1. The product is [C:13]([C:9]1([OH:10])[C:2]2=[N:1][CH:6]=[CH:5][CH:4]=[C:3]2[CH2:7][CH2:8]1)#[CH:14]. The yield is 0.750. (4) The reactants are [NH2:1][C@H:2]([CH3:24])[C:3]([N:5]1[CH2:10][CH2:9][N:8]([CH2:11][CH2:12][CH2:13][O:14][C:15]2[CH:20]=[CH:19][C:18]([C:21](=[O:23])[CH3:22])=[CH:17][CH:16]=2)[CH2:7][CH2:6]1)=[O:4].[C:25](Cl)(=[O:27])[CH3:26]. The catalyst is ClCCl. The product is [C:21]([C:18]1[CH:17]=[CH:16][C:15]([O:14][CH2:13][CH2:12][CH2:11][N:8]2[CH2:9][CH2:10][N:5]([C:3](=[O:4])[C@H:2]([NH:1][C:25](=[O:27])[CH3:26])[CH3:24])[CH2:6][CH2:7]2)=[CH:20][CH:19]=1)(=[O:23])[CH3:22]. The yield is 0.830.